Dataset: Reaction yield outcomes from USPTO patents with 853,638 reactions. Task: Predict the reaction yield, written as a fraction of the theoretical maximum amount of product (1.0 means a 100% yield; for example, 0.34 means a 34% yield). (1) The reactants are [CH2:1]([N:8]([CH2:10][C:11]1[C:12]([C:43](O)=[O:44])=[C:13]([N:28]([CH2:34][C:35]2[C:40]([F:41])=[CH:39][CH:38]=[CH:37][C:36]=2[F:42])[C:29](OCC)=[O:30])[S:14][C:15]=1[C:16]1[CH:21]=[CH:20][C:19]([NH:22][C:23]([NH:25][O:26][CH3:27])=[O:24])=[CH:18][CH:17]=1)[CH3:9])[C:2]1[CH:7]=[CH:6][CH:5]=[CH:4][CH:3]=1.[NH2:46][CH2:47][CH:48]([OH:50])[CH3:49]. No catalyst specified. The product is [CH2:1]([N:8]([CH2:10][C:11]1[C:12]2[C:43](=[O:44])[N:46]([CH2:47][CH:48]([OH:50])[CH3:49])[C:29](=[O:30])[N:28]([CH2:34][C:35]3[C:36]([F:42])=[CH:37][CH:38]=[CH:39][C:40]=3[F:41])[C:13]=2[S:14][C:15]=1[C:16]1[CH:21]=[CH:20][C:19]([NH:22][C:23]([NH:25][O:26][CH3:27])=[O:24])=[CH:18][CH:17]=1)[CH3:9])[C:2]1[CH:3]=[CH:4][CH:5]=[CH:6][CH:7]=1. The yield is 0.630. (2) The reactants are [CH2:1]([O:3][C:4]1[CH:9]=[CH:8][C:7]([C:10]2[C:18](C(O)=O)=[C:17]3[N:12]([N:13]=[CH:14][CH:15]=[CH:16]3)[N:11]=2)=[CH:6][CH:5]=1)[CH3:2].[I:22]N1C(=O)CCC1=O.C(=O)(O)[O-].[Na+]. The catalyst is CN(C=O)C. The product is [CH2:1]([O:3][C:4]1[CH:9]=[CH:8][C:7]([C:10]2[C:18]([I:22])=[C:17]3[N:12]([N:13]=[CH:14][CH:15]=[CH:16]3)[N:11]=2)=[CH:6][CH:5]=1)[CH3:2]. The yield is 0.470. (3) The reactants are Cl[C:2](Cl)([O:4]C(=O)OC(Cl)(Cl)Cl)Cl.[F:13][C:14]([F:22])([F:21])[CH:15]([OH:20])[C:16]([F:19])([F:18])[F:17].CCN(C(C)C)C(C)C.Cl[C:33]1[CH:38]=[CH:37][C:36]([N:39]2[CH2:43][CH2:42][C@@H:41]([NH:44][S:45]([CH3:48])(=[O:47])=[O:46])[CH2:40]2)=[C:35]([CH2:49][N:50]2[CH2:55][CH2:54][NH:53][CH2:52][CH2:51]2)[CH:34]=1.C(Cl)[Cl:57]. No catalyst specified. The product is [Cl:57][C:38]1[CH:33]=[CH:34][C:35]([CH2:49][N:50]2[CH2:55][CH2:54][N:53]([C:2]([O:20][CH:15]([C:16]([F:19])([F:18])[F:17])[C:14]([F:22])([F:21])[F:13])=[O:4])[CH2:52][CH2:51]2)=[C:36]([N:39]2[CH2:43][CH2:42][C@@H:41]([NH:44][S:45]([CH3:48])(=[O:47])=[O:46])[CH2:40]2)[CH:37]=1. The yield is 0.400.